This data is from Reaction yield outcomes from USPTO patents with 853,638 reactions. The task is: Predict the reaction yield, written as a fraction of the theoretical maximum amount of product (1.0 means a 100% yield; for example, 0.34 means a 34% yield). (1) The reactants are [Si:1]([O:8][CH2:9][CH:10]([OH:13])[CH:11]=[CH2:12])([C:4]([CH3:7])([CH3:6])[CH3:5])([CH3:3])[CH3:2].[CH3:14][O:15][C:16](=[O:25])[C:17]1[C:22]([OH:23])=[CH:21][CH:20]=[CH:19][C:18]=1O.C1C=CC(P(C2C=CC=CC=2)C2C=CC=CC=2)=CC=1.CCOC(/N=N/C(OCC)=O)=O. The catalyst is C1COCC1. The product is [Si:1]([O:8][CH2:9][CH:10]([O:13][C:18]1[CH:19]=[CH:20][CH:21]=[C:22]([OH:23])[C:17]=1[C:16]([O:15][CH3:14])=[O:25])[CH:11]=[CH2:12])([C:4]([CH3:7])([CH3:6])[CH3:5])([CH3:3])[CH3:2]. The yield is 0.240. (2) The reactants are F[C:2]1[CH:3]=[C:4]2[C:9](=[CH:10][CH:11]=1)[C:8](=[O:12])[CH2:7][CH2:6][CH2:5]2.[C:13]1([SH:19])[CH:18]=[CH:17][CH:16]=[CH:15][CH:14]=1.C([O-])([O-])=O.[K+].[K+].O. The catalyst is CN1C(=O)CCC1.CCOC(C)=O. The product is [C:13]1([S:19][C:2]2[CH:3]=[C:4]3[C:9](=[CH:10][CH:11]=2)[C:8](=[O:12])[CH2:7][CH2:6][CH2:5]3)[CH:18]=[CH:17][CH:16]=[CH:15][CH:14]=1. The yield is 0.943. (3) The reactants are [CH3:1][O:2][C:3](=[O:14])/[CH:4]=[CH:5]/[C:6]1[CH:11]=[CH:10][CH:9]=[C:8]([CH2:12][OH:13])[CH:7]=1. The catalyst is C(O)C. The product is [CH3:1][O:2][C:3](=[O:14])[CH2:4][CH2:5][C:6]1[CH:11]=[CH:10][CH:9]=[C:8]([CH2:12][OH:13])[CH:7]=1. The yield is 0.820. (4) The reactants are [Cl:1][C:2]1[N:3]([C:13]2[CH:14]=[C:15]([NH:19][C:20](=[O:22])[CH3:21])[CH:16]=[CH:17][CH:18]=2)[C:4]2[C:9]([C:10]=1[CH:11]=[O:12])=[CH:8][CH:7]=[CH:6][CH:5]=2.[NH:23]1[CH2:28][CH2:27][NH:26][CH2:25][CH2:24]1.Cl. No catalyst specified. The product is [ClH:1].[CH:11]([C:10]1[C:9]2[C:4](=[CH:5][CH:6]=[CH:7][CH:8]=2)[N:3]([C:13]2[CH:14]=[C:15]([NH:19][C:20](=[O:22])[CH3:21])[CH:16]=[CH:17][CH:18]=2)[C:2]=1[N:23]1[CH2:28][CH2:27][NH:26][CH2:25][CH2:24]1)=[O:12]. The yield is 0.370.